Dataset: Reaction yield outcomes from USPTO patents with 853,638 reactions. Task: Predict the reaction yield, written as a fraction of the theoretical maximum amount of product (1.0 means a 100% yield; for example, 0.34 means a 34% yield). (1) The reactants are C[O:2][C:3](=[O:30])[CH2:4][CH2:5][CH2:6][CH2:7][CH2:8][CH2:9][CH2:10][CH2:11][CH2:12][CH2:13][CH2:14][CH2:15][CH2:16][CH2:17][CH2:18][CH:19]([C:25]1[NH:29][N:28]=[N:27][N:26]=1)[C:20]1[NH:24][N:23]=[N:22][N:21]=1.[OH-].[Na+]. The catalyst is CO.O.Cl. The product is [NH:26]1[C:25]([CH:19]([C:20]2[NH:21][N:22]=[N:23][N:24]=2)[CH2:18][CH2:17][CH2:16][CH2:15][CH2:14][CH2:13][CH2:12][CH2:11][CH2:10][CH2:9][CH2:8][CH2:7][CH2:6][CH2:5][CH2:4][C:3]([OH:30])=[O:2])=[N:29][N:28]=[N:27]1. The yield is 0.320. (2) The reactants are [N:1]1[CH:6]=[CH:5][CH:4]=[C:3]([NH:7][C:8](=[O:15])OCC(Cl)(Cl)Cl)[N:2]=1.Cl.Cl.[F:18][C:19]1[CH:24]=[CH:23][CH:22]=[C:21]([F:25])[C:20]=1[C:26]1[CH:31]=[CH:30][N:29]=[C:28]([N:32]2[CH2:37][CH2:36][NH:35][CH2:34][CH2:33]2)[N:27]=1. The catalyst is O1CCCC1.CCCCCC. The product is [F:18][C:19]1[CH:24]=[CH:23][CH:22]=[C:21]([F:25])[C:20]=1[C:26]1[CH:31]=[CH:30][N:29]=[C:28]([N:32]2[CH2:37][CH2:36][N:35]([C:8]([NH:7][C:3]3[N:2]=[N:1][CH:6]=[CH:5][CH:4]=3)=[O:15])[CH2:34][CH2:33]2)[N:27]=1. The yield is 0.460.